Dataset: Drug-target binding data from BindingDB using Ki measurements. Task: Regression. Given a target protein amino acid sequence and a drug SMILES string, predict the binding affinity score between them. We predict pKi (pKi = -log10(Ki in M); higher means stronger inhibition). Dataset: bindingdb_ki. (1) The small molecule is Nc1nc(N)c(CCCCc2ccc(C(=O)NC(CCC(=O)O)C(=O)O)cc2)c(=O)[nH]1. The target protein (P31939) has sequence MAPGQLALFSVSDKTGLVEFARNLTALGLNLVASGGTAKALRDAGLAVRDVSELTGFPEMLGGRVKTLHPAVHAGILARNIPEDNADMARLDFNLIRVVACNLYPFVKTVASPGVTVEEAVEQIDIGGVTLLRAAAKNHARVTVVCEPEDYVVVSTEMQSSESKDTSLETRRQLALKAFTHTAQYDEAISDYFRKQYSKGVSQMPLRYGMNPHQTPAQLYTLQPKLPITVLNGAPGFINLCDALNAWQLVKELKEALGIPAAASFKHVSPAGAAVGIPLSEDEAKVCMVYDLYKTLTPISAAYARARGADRMSSFGDFVALSDVCDVPTAKIISREVSDGIIAPGYEEEALTILSKKKNGNYCVLQMDQSYKPDENEVRTLFGLHLSQKRNNGVVDKSLFSNVVTKNKDLPESALRDLIVATIAVKYTQSNSVCYAKNGQVIGIGAGQQSRIHCTRLAGDKANYWWLRHHPQVLSMKFKTGVKRAEISNAIDQYVTGTIG.... The pKi is 4.7. (2) The small molecule is Cc1cc(C)c2cccc(OCc3c(Cl)ccc(S(=O)(=O)NC4(C(=O)N5CCC(CNCCC[N+](C)(C)C)CC5)CCOCC4)c3Cl)c2n1. The target protein (P30411) has sequence MFSPWKISMFLSVREDSVPTTASFSADMLNVTLQGPTLNGTFAQSKCPQVEWLGWLNTIQPPFLWVLFVLATLENIFVLSVFCLHKSSCTVAEIYLGNLAAADLILACGLPFWAITISNNFDWLFGETLCRVVNAIISMNLYSSICFLMLVSIDRYLALVKTMSMGRMRGVRWAKLYSLVIWGCTLLLSSPMLVFRTMKEYSDEGHNVTACVISYPSLIWEVFTNMLLNVVGFLLPLSVITFCTMQIMQVLRNNEMQKFKEIQTERRATVLVLVVLLLFIICWLPFQISTFLDTLHRLGILSSCQDERIIDVITQIASFMAYSNSCLNPLVYVIVGKRFRKKSWEVYQGVCQKGGCRSEPIQMENSMGTLRTSISVERQIHKLQDWAGSRQ. The pKi is 9.6. (3) The drug is CCCCCCOc1nsnc1C1=CCCN(C)C1. The target protein (Q29006) has sequence CCQPLVYRNKMTPLRVAVLLAGCWAIPVLISFLPIMQGWNNIGITDLIEKRKFHQNSNSTYCIFMVNKPYAITCSVVAFYIPFLLMVLAYWRIYVTAKEHAHQIQMLQRAGAPAEGRPPSADQHSTHRMRTETKAAK. The pKi is 6.6. (4) The pKi is 4.9. The small molecule is O=C(NCCN1CCOCC1)c1ccc(Cl)cc1. The target protein (P21398) has sequence MESLQKTSDAGQMFDVVVIGGGISGLSAAKLLAEHEVNVLVLEARERVGGRTYTVRNEHVDYVDVGGAYVGPTQNRILRLSKQLGLETYKVNVNERLVHYVKGKTYPFRGAFPPVWNPIAYLDYNNLWRTMDNMGKEIPADAPWEAPHAVEWDKMTMKDLIEKICWTKTARQFASLFVNINVTSEPHEVSALWFLWYVKQCGGTTRIFSITNGGQERKFVGGSGQVSERIMQLLGDRVKLRSPVTYVDQSSENITVETLNRELYECRYVISAIPPTLTAKIHFRPELPSERNQLIQRLPMGAVIKCMMYYKEAFWKKKDYCGCMIIEDEEAPISITLDDTKPDGSLPAIMGFILARKADRLAKVHKDIRKRKICELYAKVLGSQEALHPVHYEEKNWCQEQYSGGCYTAYFPPGIMTQYGRVIRQPVGRIYFAGTETATQWSGYMEGAVEAGERAAREVLNALGKLSAKDIWIQEPEAEDVPAVEITPSFWERNLPSVSG.... (5) The compound is CCCn1c(=O)c2[nH]c(C3Cc4ccccc4C3)nc2n(CCC)c1=O. The target protein (P47745) has sequence MPHSVSAFQAAYIGIEVLIALVSVPGNVLVIWAVKVNQALRDATFCFIASLAVADVAVGALVIPLAILINIGPQTYFHTCLMVACPVLILTQSSILALLAIAVDRYLRVKIPLRYKTVVTPRRAAVAIAGCWILSLVVGLTPMFGWNNLSKIEMAWAANGSVGEPVIKCEFEKVISMEYMVYFNFFVWVLPPLLLMVLIYLEVFYLIRKQLSKKVSASSGDPQKYYGKELKIAKSLALILFLFALSWLPLHILNCITLFCPTCHKPTILTYIAIFLTHGNSAMNPIVYAFRIQKFRVTFLKIWNDHFRCQPEPPIDEDLPEEKVDD. The pKi is 6.7. (6) The drug is CCOP(=O)(CNC(=O)CCNC(=O)[C@H]1O[C@@H](n2ccc(=O)[nH]c2=O)[C@H](O)[C@@H]1O)OCC. The pKi is 3.8. The target protein (Q9Y5L3) has sequence MAGKVRSLLPPLLLAAAGLAGLLLLCVPTRDVREPPALKYGIVLDAGSSHTSMFIYKWPADKENDTGIVGQHSSCDVPGGGISSYADNPSGASQSLVGCLEQALQDVPKERHAGTPLYLGATAGMRLLNLTNPEASTSVLMAVTHTLTQYPFDFRGARILSGQEEGVFGWVTANYLLENFIKYGWVGRWFRPRKGTLGAMDLGGASTQITFETTSPAEDRASEVQLHLYGQHYRVYTHSFLCYGRDQVLQRLLASALQTHGFHPCWPRGFSTQVLLGDVYQSPCTMAQRPQNFNSSARVSLSGSSDPHLCRDLVSGLFSFSSCPFSRCSFNGVFQPPVAGNFVAFSAFFYTVDFLRTSMGLPVATLQQLEAAAVNVCNQTWAQLQARVPGQRARLADYCAGAMFVQQLLSRGYGFDERAFGGVIFQKKAADTAVGWALGYMLNLTNLIPADPPGLRKGTDFSSWVVLLLLFASALLAALVLLLRQVHSAKLPSTI. (7) The drug is COc1ccc2c(c1)CN(C)CC2c1ccc(Cl)c(Cl)c1. The target is MLLARMKPQVQPELGGADQ. The pKi is 8.6.